From a dataset of Catalyst prediction with 721,799 reactions and 888 catalyst types from USPTO. Predict which catalyst facilitates the given reaction. (1) Reactant: [F:1][C:2]1[CH:3]=[CH:4][C:5]([C:21]([F:24])([F:23])[F:22])=[C:6]([C:8]2[CH2:13][CH2:12][N:11](C(OC(C)(C)C)=O)[CH2:10][CH:9]=2)[CH:7]=1.[ClH:25]. Product: [ClH:25].[F:1][C:2]1[CH:3]=[CH:4][C:5]([C:21]([F:24])([F:22])[F:23])=[C:6]([C:8]2[CH2:13][CH2:12][NH:11][CH2:10][CH:9]=2)[CH:7]=1. The catalyst class is: 158. (2) Reactant: [Cl:1][C:2]1[CH:10]=[C:9]2[C:5]([CH:6]=[C:7]([C:11]3[CH:12]=[C:13]([CH:17]=[O:18])[CH:14]=[N:15][CH:16]=3)[NH:8]2)=[CH:4][CH:3]=1.CI.[CH3:21]N(C=O)C.[H-].[Na+]. Product: [Cl:1][C:2]1[CH:10]=[C:9]2[C:5]([CH:6]=[C:7]([C:11]3[CH:16]=[N:15][CH:14]=[C:13]([CH:17]=[O:18])[CH:12]=3)[N:8]2[CH3:21])=[CH:4][CH:3]=1. The catalyst class is: 6.